Dataset: Catalyst prediction with 721,799 reactions and 888 catalyst types from USPTO. Task: Predict which catalyst facilitates the given reaction. (1) Reactant: [NH2:1][C:2]1[CH:6]=[C:5]([C:7]2[CH:12]=[CH:11][N:10]=[CH:9][CH:8]=2)[S:4][C:3]=1[C:13]([NH2:15])=[O:14].O.[C:17]1([CH3:27])[CH:22]=[CH:21][C:20](S(O)(=O)=O)=[CH:19][CH:18]=1.C(=O)C1C=CC=CC=1.C1(C)C=CC=CC=1. Product: [C:17]1([CH:27]2[NH:1][C:2]3[CH:6]=[C:5]([C:7]4[CH:8]=[CH:9][N:10]=[CH:11][CH:12]=4)[S:4][C:3]=3[C:13](=[O:14])[NH:15]2)[CH:22]=[CH:21][CH:20]=[CH:19][CH:18]=1. The catalyst class is: 52. (2) Reactant: [O:1]=[C:2]1[CH2:22][CH2:21][C:5]2([CH2:10][CH2:9][N:8]([C:11]([O:13][CH2:14][C:15]3[CH:20]=[CH:19][CH:18]=[CH:17][CH:16]=3)=[O:12])[CH2:7][CH2:6]2)[CH:4]=[CH:3]1.[CH3:23][N:24]([CH:26](N(C)C)N(C)C)[CH3:25]. The catalyst class is: 11. Product: [CH3:23][N:24]([CH:26]=[C:22]1[CH2:21][C:5]2([CH2:10][CH2:9][N:8]([C:11]([O:13][CH2:14][C:15]3[CH:16]=[CH:17][CH:18]=[CH:19][CH:20]=3)=[O:12])[CH2:7][CH2:6]2)[CH:4]=[CH:3][C:2]1=[O:1])[CH3:25]. (3) Reactant: [N:1]1([C:7]([O:9][C:10]([CH3:13])([CH3:12])[CH3:11])=[O:8])[CH2:6][CH2:5][NH:4][CH2:3][CH2:2]1.Cl[C:15]1[CH:20]=[CH:19][N:18]=[C:17]([CH3:21])[CH:16]=1.C(N(CCCC)CCCC)CCC.O. Product: [CH3:21][C:17]1[CH:16]=[C:15]([N:4]2[CH2:5][CH2:6][N:1]([C:7]([O:9][C:10]([CH3:13])([CH3:12])[CH3:11])=[O:8])[CH2:2][CH2:3]2)[CH:20]=[CH:19][N:18]=1. The catalyst class is: 37. (4) Reactant: [O-]CC.[Na+].[C:5](#[N:9])[CH2:6][C:7]#[N:8].[C:10]1([N:16]=[C:17]=[S:18])[CH:15]=[CH:14][CH:13]=[CH:12][CH:11]=1.[NH2:19]Cl. Product: [NH2:8][C:7]1[C:6]([C:5]#[N:9])=[C:17]([NH:16][C:10]2[CH:15]=[CH:14][CH:13]=[CH:12][CH:11]=2)[S:18][N:19]=1. The catalyst class is: 8.